Dataset: Reaction yield outcomes from USPTO patents with 853,638 reactions. Task: Predict the reaction yield, written as a fraction of the theoretical maximum amount of product (1.0 means a 100% yield; for example, 0.34 means a 34% yield). (1) The reactants are Cl[C:2]1[N:7]=[C:6]([C:8]2[S:12][C:11]([C:13]([NH:16]C(=O)OC(C)(C)C)([CH3:15])[CH3:14])=[N:10][C:9]=2[C:24]2[CH:29]=[CH:28][CH:27]=[C:26]([NH:30][S:31]([C:34]3[C:39]([F:40])=[CH:38][CH:37]=[CH:36][C:35]=3[F:41])(=[O:33])=[O:32])[C:25]=2[F:42])[CH:5]=[CH:4][N:3]=1.[OH-].[NH4+:44]. No catalyst specified. The product is [NH2:16][C:13]([C:11]1[S:12][C:8]([C:6]2[CH:5]=[CH:4][N:3]=[C:2]([NH2:44])[N:7]=2)=[C:9]([C:24]2[C:25]([F:42])=[C:26]([NH:30][S:31]([C:34]3[C:35]([F:41])=[CH:36][CH:37]=[CH:38][C:39]=3[F:40])(=[O:33])=[O:32])[CH:27]=[CH:28][CH:29]=2)[N:10]=1)([CH3:15])[CH3:14]. The yield is 0.450. (2) The reactants are [CH2:1]([O:8][C:9]([N:11]1[CH2:17][CH2:16][C:15](=[O:18])[N:14]([C@H:19]([C:23]([O:25][CH3:26])=[O:24])[CH2:20][CH:21]=O)[CH2:13][C@H:12]1[CH3:27])=[O:10])[C:2]1[CH:7]=[CH:6][CH:5]=[CH:4][CH:3]=1.Cl.[CH2:29]1[C:31]2([CH2:36][CH2:35][NH:34][CH2:33][C@H:32]2[OH:37])[CH2:30]1. No catalyst specified. The product is [CH2:1]([O:8][C:9]([N:11]1[CH2:17][CH2:16][C:15](=[O:18])[N:14]([C@H:19]([C:23]([O:25][CH3:26])=[O:24])[CH2:20][CH2:21][N:34]2[CH2:35][CH2:36][C:31]3([CH2:30][CH2:29]3)[C@H:32]([OH:37])[CH2:33]2)[CH2:13][C@H:12]1[CH3:27])=[O:10])[C:2]1[CH:3]=[CH:4][CH:5]=[CH:6][CH:7]=1. The yield is 0.420. (3) The reactants are [C:1]([O:5][C:6]([N:8]1[CH2:14][CH2:13][C:12]2[C:15]([S:20][CH2:21][C:22]3[CH:27]=[CH:26][C:25]([C:28](O)=[O:29])=[CH:24][N:23]=3)=[C:16]([Cl:19])[CH:17]=[CH:18][C:11]=2[CH2:10][CH2:9]1)=[O:7])([CH3:4])([CH3:3])[CH3:2].CN(C(ON1N=NC2C=CC=NC1=2)=[N+](C)C)C.F[P-](F)(F)(F)(F)F.C(N(CC)C(C)C)(C)C.[F:64][C:65]1[CH:72]=[C:71]([C:73]([F:76])([F:75])[F:74])[CH:70]=[CH:69][C:66]=1[CH2:67][NH2:68]. The catalyst is CN(C=O)C.O. The product is [C:1]([O:5][C:6]([N:8]1[CH2:14][CH2:13][C:12]2[C:15]([S:20][CH2:21][C:22]3[CH:27]=[CH:26][C:25]([C:28](=[O:29])[NH:68][CH2:67][C:66]4[CH:69]=[CH:70][C:71]([C:73]([F:74])([F:75])[F:76])=[CH:72][C:65]=4[F:64])=[CH:24][N:23]=3)=[C:16]([Cl:19])[CH:17]=[CH:18][C:11]=2[CH2:10][CH2:9]1)=[O:7])([CH3:2])([CH3:4])[CH3:3]. The yield is 0.980. (4) The reactants are [C:1]([CH:4]([CH:6]([C:8]([O-:10])=[O:9])O)O)([O-])=O.[Cr](O[Cr]([O-])(=O)=O)([O-])(=O)=O.[NH+:20]1[CH:25]=[CH:24][CH:23]=[CH:22][CH:21]=1.[NH+]1C=[CH:30][CH:29]=[CH:28][CH:27]=1.[N+](=[CH2:34])=[N-].[ClH:35]. The catalyst is CN(C)C=O. The product is [CH3:34][O:10][C:8]([C@H:6]([C:4]1[CH:30]=[CH:29][CH:28]=[CH:27][CH:1]=1)[C@@H:25]1[NH:20][CH2:21][CH2:22][CH2:23][CH2:24]1)=[O:9].[ClH:35]. The yield is 0.670. (5) The reactants are [CH3:1][O:2][C:3]1[CH:8]=[CH:7][C:6]([N:9]2[C:13]3[C:14](=[O:18])[NH:15][CH2:16][CH2:17][C:12]=3[C:11]([C:19]([F:22])([F:21])[F:20])=[N:10]2)=[CH:5][CH:4]=1.[C:23]([O-:26])([O-])=[O:24].[K+].[K+].N1[C:42]2[C:33](=[CH:34][CH:35]=[C:36]3[C:41]=2N=[CH:39][CH:38]=[CH:37]3)C=CC=1.Cl.[CH3:44]S(C)=O. The catalyst is [Cu]I.CCOC(C)=O. The product is [CH3:1][O:2][C:3]1[CH:4]=[CH:5][C:6]([N:9]2[C:13]3[C:14](=[O:18])[N:15]([C:33]4[CH:34]=[CH:35][C:36]([C:37]5([C:23]([OH:26])=[O:24])[CH2:38][CH2:39][CH2:44]5)=[CH:41][CH:42]=4)[CH2:16][CH2:17][C:12]=3[C:11]([C:19]([F:22])([F:20])[F:21])=[N:10]2)=[CH:7][CH:8]=1. The yield is 0.970. (6) The reactants are [Cl:1][C:2]1[CH:3]=[C:4]2[C:10]([C:11]3[N:16]=[C:15]([NH:17][CH:18]4[CH2:21][N:20](S(CC5CCCC5)(=O)=O)[CH2:19]4)[C:14]([F:31])=[CH:13][N:12]=3)=[CH:9][NH:8][C:5]2=[N:6][CH:7]=1.Cl.N1CC(NC2C(F)=CN=C(C3C4C(=NC=C(Cl)C=4)N(S(C4C=CC(C)=CC=4)(=O)=O)C=3)N=2)C1.[N:65]([Si](C)(C)C)=[C:66]=[O:67]. No catalyst specified. The product is [Cl:1][C:2]1[CH:3]=[C:4]2[C:10]([C:11]3[N:16]=[C:15]([NH:17][CH:18]4[CH2:19][N:20]([C:66]([NH2:65])=[O:67])[CH2:21]4)[C:14]([F:31])=[CH:13][N:12]=3)=[CH:9][NH:8][C:5]2=[N:6][CH:7]=1. The yield is 0.790. (7) The reactants are C1([O:7][C:8](=O)[NH:9][C:10]2[CH:15]=[CH:14][C:13]([O:16][C:17]3[C:26]4[C:21](=[CH:22][C:23]([O:29][CH3:30])=[C:24]([O:27][CH3:28])[CH:25]=4)[N:20]=[CH:19][CH:18]=3)=[CH:12][CH:11]=2)C=CC=CC=1.[CH:32]1([NH2:35])[CH2:34][CH2:33]1.C(OCC)(=O)C.O. The catalyst is CS(C)=O.CO. The product is [CH:32]1([NH:35][C:8]([NH:9][C:10]2[CH:15]=[CH:14][C:13]([O:16][C:17]3[C:26]4[C:21](=[CH:22][C:23]([O:29][CH3:30])=[C:24]([O:27][CH3:28])[CH:25]=4)[N:20]=[CH:19][CH:18]=3)=[CH:12][CH:11]=2)=[O:7])[CH2:34][CH2:33]1. The yield is 0.800.